This data is from Reaction yield outcomes from USPTO patents with 853,638 reactions. The task is: Predict the reaction yield, written as a fraction of the theoretical maximum amount of product (1.0 means a 100% yield; for example, 0.34 means a 34% yield). (1) The reactants are Br.[NH:2]1[CH2:6][CH2:5][CH:4]([S:7][C:8]2[CH:13]=[CH:12][C:11]([OH:14])=[CH:10][CH:9]=2)[CH2:3]1.CCN(CC)CC.[C:22]1([CH2:28][C:29](=[O:32])[CH:30]=[CH2:31])[CH:27]=[CH:26][CH:25]=[CH:24][CH:23]=1. The catalyst is C(Cl)Cl. The product is [OH:14][C:11]1[CH:12]=[CH:13][C:8]([S:7][CH:4]2[CH2:5][CH2:6][N:2]([CH2:31][CH2:30][C:29](=[O:32])[CH2:28][C:22]3[CH:27]=[CH:26][CH:25]=[CH:24][CH:23]=3)[CH2:3]2)=[CH:9][CH:10]=1. The yield is 0.160. (2) The reactants are [Br:1][C:2]1[CH:9]=[C:8]([F:10])[C:7]([O:11]C)=[CH:6][C:3]=1[CH:4]=[O:5].Br. The catalyst is C(O)(=O)C. The product is [Br:1][C:2]1[CH:9]=[C:8]([F:10])[C:7]([OH:11])=[CH:6][C:3]=1[CH:4]=[O:5]. The yield is 0.640. (3) The reactants are [Cl:1][CH2:2][C:3]1[C:12]2[C:7](=[C:8]([CH3:14])[C:9]([OH:13])=[CH:10][CH:11]=2)[O:6][C:5](=[O:15])[CH:4]=1.[S:16]([O-:19])([O-:18])=[O:17].[Na+:20].[Na+].[CH2:22](O)C. The catalyst is O. The product is [Cl:1][CH2:2][C:3]1([CH2:22][S:16]([O-:19])(=[O:18])=[O:17])[C:12]2[C:7](=[C:8]([CH3:14])[C:9]([OH:13])=[CH:10][CH:11]=2)[O:6][C:5](=[O:15])[CH2:4]1.[Na+:20]. The yield is 0.800. (4) The reactants are [Cl:1][C:2]1[CH:3]=[C:4]([OH:8])[CH:5]=[N:6][CH:7]=1.C(N(CC)CC)C.C1C=CC(N([S:23]([C:26]([F:29])([F:28])[F:27])(=[O:25])=[O:24])[S:23]([C:26]([F:29])([F:28])[F:27])(=[O:25])=[O:24])=CC=1. The catalyst is O1CCCC1. The product is [F:27][C:26]([F:29])([F:28])[S:23]([O:8][C:4]1[CH:5]=[N:6][CH:7]=[C:2]([Cl:1])[CH:3]=1)(=[O:25])=[O:24]. The yield is 0.660. (5) The reactants are C(=O)([O-])[O-].[K+].[K+].[CH2:7]([O:14][C:15]([NH:17][CH2:18][CH2:19][CH2:20][CH2:21][C:22]1[CH:27]=[CH:26][C:25]([OH:28])=[CH:24][CH:23]=1)=[O:16])[C:8]1[CH:13]=[CH:12][CH:11]=[CH:10][CH:9]=1.[CH3:29][O:30][C:31](=[O:44])[CH:32]([NH:36][C:37]([O:39][C:40]([CH3:43])([CH3:42])[CH3:41])=[O:38])[CH2:33][CH2:34]Br. The catalyst is CN(C=O)C.C(OCC)(=O)C. The product is [CH3:29][O:30][C:31](=[O:44])[CH:32]([NH:36][C:37]([O:39][C:40]([CH3:43])([CH3:42])[CH3:41])=[O:38])[CH2:33][CH2:34][O:28][C:25]1[CH:26]=[CH:27][C:22]([CH2:21][CH2:20][CH2:19][CH2:18][NH:17][C:15]([O:14][CH2:7][C:8]2[CH:9]=[CH:10][CH:11]=[CH:12][CH:13]=2)=[O:16])=[CH:23][CH:24]=1. The yield is 0.830. (6) The reactants are [CH3:1][O:2][C:3](=[O:19])[CH2:4][P:5]([O:13][CH2:14][C:15]([F:18])([F:17])[F:16])([O:7][CH2:8][C:9]([F:12])([F:11])[F:10])=[O:6].C[Si]([N-][Si](C)(C)C)(C)C.[Na+].Br[CH2:31][C:32]([CH3:55])=[CH:33][CH2:34][C:35]1[C:43]([O:44][CH2:45][CH2:46][Si:47]([CH3:50])([CH3:49])[CH3:48])=[C:42]2[C:38]([CH2:39][O:40][C:41]2=[O:51])=[C:37]([CH3:52])[C:36]=1[O:53][CH3:54].[Cl-].[NH4+]. The catalyst is C1COCC1.CCOC(C)=O. The product is [CH3:1][O:2][C:3](=[O:19])[CH:4]([P:5]([O:7][CH2:8][C:9]([F:12])([F:10])[F:11])([O:13][CH2:14][C:15]([F:18])([F:16])[F:17])=[O:6])[CH2:31][C:32]([CH3:55])=[CH:33][CH2:34][C:35]1[C:43]([O:44][CH2:45][CH2:46][Si:47]([CH3:50])([CH3:48])[CH3:49])=[C:42]2[C:38](=[C:37]([CH3:52])[C:36]=1[O:53][CH3:54])[CH2:39][O:40][C:41]2=[O:51]. The yield is 0.480. (7) The reactants are [Cl:1][C:2]1[CH:7]=[CH:6][C:5]([CH3:8])=[C:4]([I:9])[CH:3]=1.[Br:10]N1C(=O)CCC1=O. The catalyst is C(Cl)(Cl)(Cl)Cl.C(OOC(=O)C1C=CC=CC=1)(=O)C1C=CC=CC=1. The product is [Br:10][CH2:8][C:5]1[CH:6]=[CH:7][C:2]([Cl:1])=[CH:3][C:4]=1[I:9]. The yield is 0.640. (8) The reactants are [CH3:1][C@@H:2]1[CH2:6][N:5]([C:7]([O:9][C:10]([CH3:13])([CH3:12])[CH3:11])=[O:8])[C@H:4]([C:14]([O:16][CH2:17][C:18]([C:20]2[CH:21]=[CH:22][C:23]3[C:32]4[CH:31]=[C:30]5[CH2:33][CH2:34][CH:35](Br)[C:36](=[O:37])[C:29]5=[CH:28][C:27]=4[O:26][CH2:25][C:24]=3[CH:39]=2)=[O:19])=[O:15])[CH2:3]1.[C:40]([O:44][C:45]([N:47]1[CH2:51][C@@H:50]([CH2:52][O:53][CH3:54])[CH2:49][C@H:48]1[C:55]([OH:57])=[O:56])=[O:46])([CH3:43])([CH3:42])[CH3:41].C([O-])([O-])=O.[Cs+].[Cs+]. The catalyst is C(Cl)Cl. The product is [CH3:1][C@@H:2]1[CH2:6][N:5]([C:7]([O:9][C:10]([CH3:13])([CH3:12])[CH3:11])=[O:8])[C@H:4]([C:14]([O:16][CH2:17][C:18]([C:20]2[CH:21]=[CH:22][C:23]3[C:32]4[CH:31]=[C:30]5[CH2:33][CH2:34][CH:35]([O:57][C:55]([C@@H:48]6[CH2:49][C@H:50]([CH2:52][O:53][CH3:54])[CH2:51][N:47]6[C:45]([O:44][C:40]([CH3:43])([CH3:42])[CH3:41])=[O:46])=[O:56])[C:36](=[O:37])[C:29]5=[CH:28][C:27]=4[O:26][CH2:25][C:24]=3[CH:39]=2)=[O:19])=[O:15])[CH2:3]1. The yield is 0.710. (9) The reactants are [CH2:1]([N:5]1[C:10]2=[N:11][NH:12][C:13]([NH:14][C:15]3[CH:20]=[CH:19][CH:18]=[CH:17][CH:16]=3)=[C:9]2[C:8](=[O:21])[N:7]([CH3:22])[C:6]1=[O:23])[CH:2]([CH3:4])[CH3:3].Br[CH2:25][C:26]1[CH:35]=[CH:34][C:29]([C:30]([O:32]C)=[O:31])=[CH:28][CH:27]=1.C(=O)([O-])[O-].[K+].[K+].[OH-].[Na+].Cl. The yield is 0.390. The product is [CH2:1]([N:5]1[C:10]2=[N:11][N:12]([CH2:25][C:26]3[CH:35]=[CH:34][C:29]([C:30]([OH:32])=[O:31])=[CH:28][CH:27]=3)[C:13]([NH:14][C:15]3[CH:16]=[CH:17][CH:18]=[CH:19][CH:20]=3)=[C:9]2[C:8](=[O:21])[N:7]([CH3:22])[C:6]1=[O:23])[CH:2]([CH3:4])[CH3:3]. The catalyst is CN(C=O)C.